Dataset: Peptide-MHC class I binding affinity with 185,985 pairs from IEDB/IMGT. Task: Regression. Given a peptide amino acid sequence and an MHC pseudo amino acid sequence, predict their binding affinity value. This is MHC class I binding data. (1) The peptide sequence is FLGSHSEPL. The MHC is HLA-A31:01 with pseudo-sequence HLA-A31:01. The binding affinity (normalized) is 0.0847. (2) The peptide sequence is KHDLMMGYAW. The MHC is Mamu-B17 with pseudo-sequence Mamu-B17. The binding affinity (normalized) is 0.596.